This data is from Full USPTO retrosynthesis dataset with 1.9M reactions from patents (1976-2016). The task is: Predict the reactants needed to synthesize the given product. (1) Given the product [CH3:1][N:2]1[C:6]2[CH:7]=[CH:8][CH:9]=[CH:10][C:5]=2[N:4]=[C:3]1[NH:11][C:12]([N:14]1[CH:18]=[CH:17][N:16]=[CH:15]1)=[S:13], predict the reactants needed to synthesize it. The reactants are: [CH3:1][N:2]1[C:6]2[CH:7]=[CH:8][CH:9]=[CH:10][C:5]=2[N:4]=[C:3]1[NH2:11].[C:12](N1C=CN=C1)([N:14]1[CH:18]=[CH:17][N:16]=[CH:15]1)=[S:13]. (2) Given the product [Cl:1][C:2]1[CH:7]=[CH:6][C:5]([C:8]2[C:12]([C:13]3[CH:18]=[CH:17][N:16]=[CH:15][N:14]=3)=[C:11]([C@H:19]3[CH2:24][CH2:23][C@H:22]([NH:32][CH:26]4[CH2:31][CH2:30][CH2:29][CH2:28][CH2:27]4)[CH2:21][CH2:20]3)[NH:10][N:9]=2)=[CH:4][CH:3]=1, predict the reactants needed to synthesize it. The reactants are: [Cl:1][C:2]1[CH:7]=[CH:6][C:5]([C:8]2[C:12]([C:13]3[CH:18]=[CH:17][N:16]=[CH:15][N:14]=3)=[C:11]([CH:19]3[CH2:24][CH2:23][C:22](=O)[CH2:21][CH2:20]3)[NH:10][N:9]=2)=[CH:4][CH:3]=1.[CH:26]1([NH2:32])[CH2:31][CH2:30][CH2:29][CH2:28][CH2:27]1.C(O[BH-](OC(=O)C)OC(=O)C)(=O)C.[Na+].C(O)(=O)C. (3) Given the product [C:1]([O:5][C@@H:6]([C:10]1[C:11]([C:27]2[CH:32]=[CH:31][C:30]([Cl:33])=[CH:29][CH:28]=2)=[C:12]2[C:17](=[CH:18][C:19]=1[CH3:20])[N:16]=[C:15]([C:36]1[CH:35]=[N:34][CH:39]=[CH:38][CH:37]=1)[CH:14]=[CH:13]2)[C:7]([OH:9])=[O:8])([CH3:3])([CH3:2])[CH3:4], predict the reactants needed to synthesize it. The reactants are: [C:1]([O:5][C@@H:6]([C:10]1[C:11]([C:27]2[CH:32]=[CH:31][C:30]([Cl:33])=[CH:29][CH:28]=2)=[C:12]2[C:17](=[CH:18][C:19]=1[CH3:20])[N:16]=[C:15](C1C=CN=CC=1)[CH:14]=[CH:13]2)[C:7]([OH:9])=[O:8])([CH3:4])([CH3:3])[CH3:2].[N:34]1[CH:39]=[CH:38][CH:37]=[C:36](B(O)O)[CH:35]=1. (4) Given the product [CH:4]([NH:3][C:5](=[C:12]1[CH2:13][CH:14]2[N:19]([C:20]([O:22][CH2:23][C:24]3[CH:25]=[CH:26][CH:27]=[CH:28][CH:29]=3)=[O:21])[CH:17]([CH2:16][CH2:15]2)[CH2:18]1)[C:6]([O:8][CH2:9][CH3:10])=[O:7])=[O:34], predict the reactants needed to synthesize it. The reactants are: [H-].[Na+].[N+:3]([CH2:5][C:6]([O:8][CH2:9][CH3:10])=[O:7])#[C-:4].O=[C:12]1[CH2:18][CH:17]2[N:19]([C:20]([O:22][CH2:23][C:24]3[CH:29]=[CH:28][CH:27]=[CH:26][CH:25]=3)=[O:21])[CH:14]([CH2:15][CH2:16]2)[CH2:13]1.C(Cl)(Cl)Cl.[O:34]1CCCC1. (5) Given the product [F:47][C:2]([F:46])([F:1])[C:3]([C:27]1[NH:31][C:30]2[CH:40]=[CH:41][C:42]([C:44]#[N:45])=[CH:43][C:29]=2[N:28]=1)([C:4]1[C:12]([S:13][CH3:14])=[CH:11][C:10]([CH3:15])=[C:9]2[C:5]=1[CH:6]=[CH:7][N:8]2[S:16]([C:19]1[CH:25]=[CH:24][C:22]([CH3:23])=[CH:21][CH:20]=1)(=[O:18])=[O:17])[NH:55][CH3:54], predict the reactants needed to synthesize it. The reactants are: [F:1][C:2]([F:47])([F:46])[C:3]([C:27]1[N:31](COCC[Si](C)(C)C)[C:30]2[CH:40]=[CH:41][C:42]([C:44]#[N:45])=[CH:43][C:29]=2[N:28]=1)(O)[C:4]1[C:12]([S:13][CH3:14])=[CH:11][C:10]([CH3:15])=[C:9]2[C:5]=1[CH:6]=[CH:7][N:8]2[S:16]([C:19]1[CH:25]=[CH:24][C:22]([CH3:23])=[CH:21][CH:20]=1)(=[O:18])=[O:17].FC(F)(F)C(C1N(COCC[Si](C)(C)C)C2C=C(C#N)C=CC=2N=1)(O)C1C(SC)=CC(C)=C2C=1C=[CH:54][N:55]2S(C1C=CC(C)=CC=1)(=O)=O.Cl.S(Cl)(Cl)=O.CN. (6) Given the product [F:1][C:2]1[C:7]([F:8])=[CH:6][CH:5]=[CH:4][C:3]=1[C:9]1[N:30]=[C:12]2[CH:13]=[N:14][N:15]([CH2:17][C:18]3[O:22][N:21]=[C:20]([C:23]4[CH:28]=[CH:27][C:26]([CH2:36][CH2:35][CH2:34][C:33]([F:39])([F:38])[F:32])=[CH:25][CH:24]=4)[CH:19]=3)[CH:16]=[C:11]2[N:10]=1, predict the reactants needed to synthesize it. The reactants are: [F:1][C:2]1[C:7]([F:8])=[CH:6][CH:5]=[CH:4][C:3]=1[C:9]1[N:30]=[C:12]2[CH:13]=[N:14][N:15]([CH2:17][C:18]3[O:22][N:21]=[C:20]([C:23]4[CH:28]=[CH:27][C:26](I)=[CH:25][CH:24]=4)[CH:19]=3)[CH:16]=[C:11]2[N:10]=1.[I-].[F:32][C:33]([F:39])([F:38])[CH2:34][CH2:35][CH2:36][Zn+].[I-]. (7) Given the product [CH2:1]([O:3][C:4](=[O:11])[CH:5]([NH2:6])[C:8](=[NH:9])[NH2:10])[CH3:2], predict the reactants needed to synthesize it. The reactants are: [CH2:1]([O:3][C:4](=[O:11])[CH:5]([C:8](=[NH:10])[NH2:9])[N:6]=O)[CH3:2].